Dataset: Reaction yield outcomes from USPTO patents with 853,638 reactions. Task: Predict the reaction yield, written as a fraction of the theoretical maximum amount of product (1.0 means a 100% yield; for example, 0.34 means a 34% yield). The catalyst is CN(C=O)C. The yield is 0.510. The product is [CH3:1][O:2][C:3]1[C:4]2[N:11]=[C:10]([NH:12][C:13]3[O:30][C@:22]4([CH2:21][N:20]=3)[CH:27]3[CH2:28][CH2:29][N:24]([CH2:25][CH2:26]3)[CH2:23]4)[S:9][C:5]=2[N:6]=[CH:7][N:8]=1. The reactants are [CH3:1][O:2][C:3]1[C:4]2[N:11]=[C:10]([N:12]=[C:13](SC)SC)[S:9][C:5]=2[N:6]=[CH:7][N:8]=1.Cl.Cl.[NH2:20][CH2:21][C@@:22]1([OH:30])[CH:27]2[CH2:28][CH2:29][N:24]([CH2:25][CH2:26]2)[CH2:23]1.C(=O)([O-])[O-].[Cs+].[Cs+].O.